From a dataset of Reaction yield outcomes from USPTO patents with 853,638 reactions. Predict the reaction yield, written as a fraction of the theoretical maximum amount of product (1.0 means a 100% yield; for example, 0.34 means a 34% yield). (1) The product is [C:6]([N:8]([CH2:9][C:10]([OH:12])=[O:11])[CH3:13])([O:5][C:1]([CH3:3])([CH3:4])[CH3:2])=[O:7].[CH2:29]([N:36]1[C:48]2[C:47]3[CH:46]=[CH:45][CH:44]=[CH:43][C:42]=3[N:41]=[C:40]([C:6]([NH2:8])=[O:5])[C:39]=2[N:38]=[CH:37]1)[C:30]1[CH:35]=[CH:34][CH:33]=[CH:32][CH:31]=1. The reactants are [C:1]([O:5][C:6]([N:8]([CH3:13])[CH2:9][C:10]([OH:12])=[O:11])=[O:7])([CH3:4])([CH3:3])[CH3:2].C1(N=C=NC2CCCCC2)CCCCC1.[CH2:29]([N:36]1[C:48]2[C:47]3[CH:46]=[CH:45][CH:44]=[CH:43][C:42]=3[N:41]=[C:40](N)[C:39]=2[N:38]=[CH:37]1)[C:30]1[CH:35]=[CH:34][CH:33]=[CH:32][CH:31]=1. The yield is 0.741. The catalyst is C(N(CC)CC)C. (2) The reactants are [Cl:1][C:2]1[CH:7]=[CH:6][C:5]([C:8]2[CH:12]=[C:11]([CH2:13][CH2:14][CH:15]=O)[O:10][N:9]=2)=[CH:4][CH:3]=1.[C:17]1([CH:23]([C:30]2[CH:35]=[CH:34][CH:33]=[CH:32][CH:31]=2)[N:24]2[CH2:29][CH2:28][NH:27][CH2:26][CH2:25]2)[CH:22]=[CH:21][CH:20]=[CH:19][CH:18]=1.[BH-](OC(C)=O)(OC(C)=O)OC(C)=O.[Na+]. The catalyst is C(Cl)Cl. The product is [C:30]1([CH:23]([C:17]2[CH:22]=[CH:21][CH:20]=[CH:19][CH:18]=2)[N:24]2[CH2:25][CH2:26][N:27]([CH2:15][CH2:14][CH2:13][C:11]3[O:10][N:9]=[C:8]([C:5]4[CH:6]=[CH:7][C:2]([Cl:1])=[CH:3][CH:4]=4)[CH:12]=3)[CH2:28][CH2:29]2)[CH:31]=[CH:32][CH:33]=[CH:34][CH:35]=1. The yield is 0.908. (3) The reactants are [F:1][C:2]([F:15])([F:14])[C:3]1[C:11]([C:12]#[N:13])=[CH:10][CH:9]=[C:8]2[C:4]=1[CH:5]=[CH:6][NH:7]2.CC([O-])(C)C.[K+].CS(O[CH:27]([C:30]1[CH:35]=[CH:34][CH:33]=[C:32]([C:36]#[N:37])[CH:31]=1)[CH2:28][CH3:29])(=O)=O. The catalyst is C1COCC1.CCOC(C)=O. The product is [C:36]([C:32]1[CH:31]=[C:30]([CH:27]([N:7]2[C:8]3[C:4](=[C:3]([C:2]([F:14])([F:1])[F:15])[C:11]([C:12]#[N:13])=[CH:10][CH:9]=3)[CH:5]=[CH:6]2)[CH2:28][CH3:29])[CH:35]=[CH:34][CH:33]=1)#[N:37]. The yield is 0.260. (4) The reactants are [Cl:1][CH2:2][C:3]([CH2:5]Cl)=O.[CH3:7][C:8]1[N:13]=[C:12]([NH2:14])[CH:11]=[CH:10][CH:9]=1. The catalyst is C(#N)C. The product is [Cl:1][CH2:2][C:3]1[N:14]=[C:12]2[CH:11]=[CH:10][CH:9]=[C:8]([CH3:7])[N:13]2[CH:5]=1. The yield is 0.707.